Dataset: Forward reaction prediction with 1.9M reactions from USPTO patents (1976-2016). Task: Predict the product of the given reaction. Given the reactants Cl[C:2]1[N:7]=[CH:6][N:5]=[C:4]([NH:8][C:9]2[CH:14]=[CH:13][C:12]([N:15]3[CH2:20][CH2:19][N:18]([CH:21]4[CH2:24][O:23][CH2:22]4)[CH2:17][CH2:16]3)=[CH:11][CH:10]=2)[N:3]=1.[O:25]1[CH2:29][CH2:28][C@@H:27]([O:30][C:31]2[CH:38]=[CH:37][C:36](B3OC(C)(C)C(C)(C)O3)=[CH:35][C:32]=2[C:33]#[N:34])[CH2:26]1.C(=O)([O-])[O-].[Na+].[Na+], predict the reaction product. The product is: [O:23]1[CH2:24][CH:21]([N:18]2[CH2:19][CH2:20][N:15]([C:12]3[CH:13]=[CH:14][C:9]([NH:8][C:4]4[N:5]=[CH:6][N:7]=[C:2]([C:36]5[CH:37]=[CH:38][C:31]([O:30][C@@H:27]6[CH2:28][CH2:29][O:25][CH2:26]6)=[C:32]([CH:35]=5)[C:33]#[N:34])[N:3]=4)=[CH:10][CH:11]=3)[CH2:16][CH2:17]2)[CH2:22]1.